Dataset: Catalyst prediction with 721,799 reactions and 888 catalyst types from USPTO. Task: Predict which catalyst facilitates the given reaction. Reactant: [CH3:1][O:2][C:3]1[C:24]([O:25][CH3:26])=[CH:23][C:6]2[S:7][C:8]([C:10]([NH:12][C:13]3[CH:22]=[CH:21][CH:20]=[CH:19][C:14]=3[C:15]([O:17]C)=[O:16])=[O:11])=[CH:9][C:5]=2[CH:4]=1.[OH-].[Na+]. Product: [CH3:1][O:2][C:3]1[C:24]([O:25][CH3:26])=[CH:23][C:6]2[S:7][C:8]([C:10]([NH:12][C:13]3[CH:22]=[CH:21][CH:20]=[CH:19][C:14]=3[C:15]([OH:17])=[O:16])=[O:11])=[CH:9][C:5]=2[CH:4]=1. The catalyst class is: 92.